This data is from Forward reaction prediction with 1.9M reactions from USPTO patents (1976-2016). The task is: Predict the product of the given reaction. (1) Given the reactants [Cl:1][C:2]1[CH:7]=[CH:6][C:5]([CH:8]2[CH2:12][C:11]([CH3:14])([CH3:13])[NH:10][C:9]2=[O:15])=[CH:4][C:3]=1[F:16].[Li+].C[Si]([N-][Si](C)(C)C)(C)C.[CH3:27][C:28]([O:31][C:32](O[C:32]([O:31][C:28]([CH3:30])([CH3:29])[CH3:27])=[O:33])=[O:33])([CH3:30])[CH3:29].Cl, predict the reaction product. The product is: [Cl:1][C:2]1[CH:7]=[CH:6][C:5]([CH:8]2[C:9](=[O:15])[N:10]([C:32]([O:31][C:28]([CH3:30])([CH3:29])[CH3:27])=[O:33])[C:11]([CH3:13])([CH3:14])[CH2:12]2)=[CH:4][C:3]=1[F:16]. (2) Given the reactants C(O[C:6]([N:8]1[CH2:13][CH2:12][N:11]([C:14]2[C:19]([Cl:20])=[N:18][CH:17]=[CH:16][N:15]=2)[CH2:10][CH2:9]1)=[O:7])(C)(C)C.Cl.O1CCOCC1.C(N(CC)CC)C.[N:35]([C:38]1[CH:43]=[C:42]([C:44]([F:47])([F:46])[F:45])[CH:41]=[C:40]([C:48]([F:51])([F:50])[F:49])[CH:39]=1)=C=O, predict the reaction product. The product is: [F:45][C:44]([F:46])([F:47])[C:42]1[CH:43]=[C:38]([NH:35][C:6]([N:8]2[CH2:9][CH2:10][N:11]([C:14]3[C:19]([Cl:20])=[N:18][CH:17]=[CH:16][N:15]=3)[CH2:12][CH2:13]2)=[O:7])[CH:39]=[C:40]([C:48]([F:49])([F:51])[F:50])[CH:41]=1. (3) Given the reactants [F:1][C:2]1[CH:3]=[C:4]2[C:9](=[CH:10][CH:11]=1)[N:8]=[CH:7][CH:6]=[C:5]2[OH:12].FC1C=CC(N)=CC=1.C(OC=C(C(OCC)=O)C(OCC)=O)C.C1(P(C2C=CC=CC=2)C2C=CC=CC=2)C=CC=CC=1.[Br:55][CH2:56][CH2:57][CH2:58]O.N(C(OC(C)C)=O)=NC(OC(C)C)=O.Br, predict the reaction product. The product is: [BrH:55].[F:1][C:2]1[CH:3]=[C:4]2[C:9](=[CH:10][CH:11]=1)[N:8]=[CH:7][CH:6]=[C:5]2[O:12][CH2:58][CH2:57][CH2:56][Br:55]. (4) Given the reactants [C:1]([C@@H:3]1[C@@H:7]([CH2:8][O:9][C:10]([C:23]2[CH:28]=[CH:27][CH:26]=[CH:25][CH:24]=2)([C:17]2[CH:22]=[CH:21][CH:20]=[CH:19][CH:18]=2)[C:11]2[CH:16]=[CH:15][CH:14]=[CH:13][CH:12]=2)[O:6][C@@H:5]([N:29]2[CH:36]=[CH:35][C:33](=[O:34])[NH:32][C:30]2=[O:31])[CH2:4]1)#N.[C@@H]1(N2C=C(C)C(=O)NC2=O)O[C@H](CO)[C@@H]([OH:40])C1.CC(C[AlH]CC(C)C)C, predict the reaction product. The product is: [C:10]([O:9][CH2:8][C@H:7]1[O:6][C@@H:5]([N:29]2[CH:36]=[CH:35][C:33](=[O:34])[NH:32][C:30]2=[O:31])[CH2:4][C@@H:3]1[CH:1]=[O:40])([C:11]1[CH:12]=[CH:13][CH:14]=[CH:15][CH:16]=1)([C:23]1[CH:28]=[CH:27][CH:26]=[CH:25][CH:24]=1)[C:17]1[CH:22]=[CH:21][CH:20]=[CH:19][CH:18]=1.